Dataset: Full USPTO retrosynthesis dataset with 1.9M reactions from patents (1976-2016). Task: Predict the reactants needed to synthesize the given product. (1) Given the product [ClH:47].[F:36][CH2:35][C:34]([C:32]1[CH:33]=[C:29]([NH:28][C:26]([NH:25][C:18]2[C:19]3[C:24](=[CH:23][CH:22]=[CH:21][CH:20]=3)[C:15]([O:14][CH:11]3[CH2:12][CH2:13][NH:8][CH2:9][CH2:10]3)=[N:16][CH:17]=2)=[O:27])[N:30]([C:40]2[CH:45]=[CH:44][C:43]([CH3:46])=[CH:42][CH:41]=2)[N:31]=1)([CH2:38][F:39])[CH3:37], predict the reactants needed to synthesize it. The reactants are: C(OC([N:8]1[CH2:13][CH2:12][CH:11]([O:14][C:15]2[C:24]3[C:19](=[CH:20][CH:21]=[CH:22][CH:23]=3)[C:18]([NH:25][C:26]([NH:28][C:29]3[N:30]([C:40]4[CH:45]=[CH:44][C:43]([CH3:46])=[CH:42][CH:41]=4)[N:31]=[C:32]([C:34]([CH2:38][F:39])([CH3:37])[CH2:35][F:36])[CH:33]=3)=[O:27])=[CH:17][N:16]=2)[CH2:10][CH2:9]1)=O)(C)(C)C.[ClH:47].O1CCOCC1. (2) Given the product [Cl:32][C:33]1[CH:34]=[C:35]([N:44]2[C:52]3[C:47](=[CH:48][C:49]4[C:55]([NH:56][S:57]([CH3:60])(=[O:59])=[O:58])=[N:54][O:53][C:50]=4[CH:51]=3)[C:46]([CH3:65])=[N:45]2)[CH:36]=[N:37][C:38]=1[O:39][CH2:40][CH:41]([CH3:43])[CH3:42], predict the reactants needed to synthesize it. The reactants are: ClC1C=C(N2C3C(=CC4C(N)=NOC=4C=3)C(C)=N2)C=NC=1OCC(C)C.CS(Cl)(=O)=O.[Cl:32][C:33]1[CH:34]=[C:35]([N:44]2[C:52]3[C:47](=[CH:48][C:49]4[C:55]([N:56](S(C)(=O)=O)[S:57]([CH3:60])(=[O:59])=[O:58])=[N:54][O:53][C:50]=4[CH:51]=3)[C:46]([CH3:65])=[N:45]2)[CH:36]=[N:37][C:38]=1[O:39][CH2:40][CH:41]([CH3:43])[CH3:42].CCCC[N+](CCCC)(CCCC)CCCC.[F-]. (3) Given the product [ClH:26].[ClH:40].[NH2:1][C:2]1[N:7]=[C:6]([NH:8][C:9]2[CH:24]=[CH:23][C:12]([C:13]([NH:15][C:16]3[CH:21]=[CH:20][C:19]([NH:22][C:27]4[C:36]5[C:31](=[CH:32][C:33]([N+:37]([O-:39])=[O:38])=[CH:34][CH:35]=5)[N:30]=[CH:29][CH:28]=4)=[CH:18][CH:17]=3)=[O:14])=[CH:11][CH:10]=2)[CH:5]=[C:4]([CH3:25])[N:3]=1, predict the reactants needed to synthesize it. The reactants are: [NH2:1][C:2]1[N:7]=[C:6]([NH:8][C:9]2[CH:24]=[CH:23][C:12]([C:13]([NH:15][C:16]3[CH:21]=[CH:20][C:19]([NH2:22])=[CH:18][CH:17]=3)=[O:14])=[CH:11][CH:10]=2)[CH:5]=[C:4]([CH3:25])[N:3]=1.[Cl:26][C:27]1[C:36]2[C:31](=[CH:32][C:33]([N+:37]([O-:39])=[O:38])=[CH:34][CH:35]=2)[N:30]=[CH:29][CH:28]=1.[ClH:40].CO.CCOC(C)=O. (4) Given the product [C:1]([C:3]1[CH:4]=[C:5]2[C:10](=[CH:11][CH:12]=1)[CH:9]=[N:8][CH:7]=[C:6]2[CH2:13][C:14]1[N:26]([CH3:17])[C:27]2[C:28](=[O:40])[NH:29][C:30](=[O:38])[N:31]([CH2:34][CH:35]([CH3:37])[CH3:36])[C:32]=2[N:33]=1)#[CH:2], predict the reactants needed to synthesize it. The reactants are: [C:1]([C:3]1[CH:4]=[C:5]2[C:10](=[CH:11][CH:12]=1)[CH:9]=[N:8][CH:7]=[C:6]2[CH2:13][C:14](O)=O)#[CH:2].[CH3:17]CN(C(C)C)C(C)C.[NH2:26][C:27]1[C:28](=[O:40])[N:29](C)[C:30](=[O:38])[N:31]([CH2:34][CH:35]([CH3:37])[CH3:36])[C:32]=1[NH2:33]. (5) Given the product [CH2:1]([O:8][C:9]1[CH:10]=[C:11]2[C:16](=[CH:17][CH:18]=1)[C:15](=[O:19])[N:14]([CH2:20][CH:21]([CH3:23])[CH3:22])[C:13]([C:24]([O:26][CH3:27])=[O:25])=[C:12]2[C:40]1[CH:41]=[CH:42][C:37]([Cl:36])=[CH:38][CH:39]=1)[C:2]1[CH:7]=[CH:6][CH:5]=[CH:4][CH:3]=1, predict the reactants needed to synthesize it. The reactants are: [CH2:1]([O:8][C:9]1[CH:10]=[C:11]2[C:16](=[CH:17][CH:18]=1)[C:15](=[O:19])[N:14]([CH2:20][CH:21]([CH3:23])[CH3:22])[C:13]([C:24]([O:26][CH3:27])=[O:25])=[C:12]2OS(C(F)(F)F)(=O)=O)[C:2]1[CH:7]=[CH:6][CH:5]=[CH:4][CH:3]=1.[Cl:36][C:37]1[CH:42]=[CH:41][C:40](B(O)O)=[CH:39][CH:38]=1.C(=O)([O-])[O-].[Na+].[Na+].CO.